From a dataset of Full USPTO retrosynthesis dataset with 1.9M reactions from patents (1976-2016). Predict the reactants needed to synthesize the given product. (1) Given the product [CH3:22][C:2]([CH3:1])([O:4][C:5]([NH:7][C@H:8]([CH2:13][C:14]1[CH:19]=[C:18]([F:20])[CH:17]=[CH:16][C:15]=1[F:21])[CH2:9][C:10]([N:51]1[CH2:52][CH2:53][C:41]2[C:40]([Cl:39])=[N:45][C:44]([C:46]([F:49])([F:48])[F:47])=[N:43][C:42]=2[CH2:50]1)=[O:12])=[O:6])[CH3:3], predict the reactants needed to synthesize it. The reactants are: [CH3:1][C:2]([CH3:22])([O:4][C:5]([NH:7][C@H:8]([CH2:13][C:14]1[CH:19]=[C:18]([F:20])[CH:17]=[CH:16][C:15]=1[F:21])[CH2:9][C:10]([OH:12])=O)=[O:6])[CH3:3].CN1CCOCC1.ClC(OCC(C)C)=O.Cl.[Cl:39][C:40]1[C:41]2[CH2:53][CH2:52][NH:51][CH2:50][C:42]=2[N:43]=[C:44]([C:46]([F:49])([F:48])[F:47])[N:45]=1. (2) Given the product [F:1][C:2]1[CH:7]=[CH:6][C:5]([O:11][N:12]2[C:16](=[O:17])[C:15]3[C:14](=[CH:21][CH:20]=[CH:19][CH:18]=3)[C:13]2=[O:22])=[CH:4][CH:3]=1, predict the reactants needed to synthesize it. The reactants are: [F:1][C:2]1[CH:7]=[CH:6][C:5](B(O)O)=[CH:4][CH:3]=1.[OH:11][N:12]1[C:16](=[O:17])[C:15]2=[CH:18][CH:19]=[CH:20][CH:21]=[C:14]2[C:13]1=[O:22].N1C=CC=CC=1. (3) Given the product [OH:6][CH2:7][CH2:8][N:9]1[C:17]2[CH:16]=[C:15]3[NH:18][C:19]([C:21]4[CH:25]=[C:24]([CH3:26])[NH:23][N:22]=4)=[N:20][C:14]3=[CH:13][C:12]=2[C:11]([CH3:27])([CH3:28])[C:10]1=[O:29], predict the reactants needed to synthesize it. The reactants are: C([Si](C)(C)[O:6][CH2:7][CH2:8][N:9]1[C:17]2[CH:16]=[C:15]3[NH:18][C:19]([C:21]4[CH:25]=[C:24]([CH3:26])[NH:23][N:22]=4)=[N:20][C:14]3=[CH:13][C:12]=2[C:11]([CH3:28])([CH3:27])[C:10]1=[O:29])(C)(C)C.CCCC[N+](CCCC)(CCCC)CCCC.[F-]. (4) The reactants are: [C:1]1([S:7]([N:10]2[C:18]3[C:13](=[C:14]([N:19]4[CH2:24][CH2:23][N:22](CC5C=CC=CC=5)[CH2:21][CH2:20]4)[CH:15]=[CH:16][CH:17]=3)[CH:12]=[N:11]2)(=[O:9])=[O:8])[CH:6]=[CH:5][CH:4]=[CH:3][CH:2]=1.[Cl:32]C(OC(Cl)C)=O. Given the product [ClH:32].[C:1]1([S:7]([N:10]2[C:18]3[C:13](=[C:14]([N:19]4[CH2:24][CH2:23][NH:22][CH2:21][CH2:20]4)[CH:15]=[CH:16][CH:17]=3)[CH:12]=[N:11]2)(=[O:9])=[O:8])[CH:2]=[CH:3][CH:4]=[CH:5][CH:6]=1, predict the reactants needed to synthesize it. (5) Given the product [C:37]([N:22]1[CH2:21][CH2:20][N:19]([C:16]2[N:17]=[N:18][N:14]([CH:11]3[CH2:12][CH2:13][N:8]([C:7]4[C:6]([F:25])=[CH:5][C:4]([N:26]5[CH2:30][C@H:29]([CH2:31][NH:32][C:33](=[O:35])[CH3:34])[O:28][C:27]5=[O:36])=[CH:3][C:2]=4[F:1])[CH2:9][CH2:10]3)[N:15]=2)[CH2:24][CH2:23]1)(=[O:39])[CH3:38], predict the reactants needed to synthesize it. The reactants are: [F:1][C:2]1[CH:3]=[C:4]([N:26]2[CH2:30][C@H:29]([CH2:31][NH:32][C:33](=[O:35])[CH3:34])[O:28][C:27]2=[O:36])[CH:5]=[C:6]([F:25])[C:7]=1[N:8]1[CH2:13][CH2:12][CH:11]([N:14]2[N:18]=[N:17][C:16]([N:19]3[CH2:24][CH2:23][NH:22][CH2:21][CH2:20]3)=[N:15]2)[CH2:10][CH2:9]1.[C:37](OC(=O)C)(=[O:39])[CH3:38].C(N(CC)CC)C. (6) Given the product [OH:11][C:12]1[CH:13]=[C:14]2[C:19](=[CH:20][CH:21]=1)[CH:18]=[C:17]([C:22]([OH:24])=[O:23])[CH:16]=[CH:15]2.[OH:1][C:2]1[CH:10]=[CH:9][C:5]([C:6]([OH:8])=[O:7])=[CH:4][CH:3]=1, predict the reactants needed to synthesize it. The reactants are: [OH:1][C:2]1[CH:10]=[CH:9][C:5]([C:6]([OH:8])=[O:7])=[CH:4][CH:3]=1.[OH:11][C:12]1[CH:13]=[C:14]2[C:19](=[CH:20][CH:21]=1)[CH:18]=[C:17]([C:22]([OH:24])=[O:23])[CH:16]=[CH:15]2.O=[Sb]O[Sb]=O. (7) The reactants are: C(OC([NH:8][CH2:9][C@H:10]1[CH2:15][CH2:14][C@H:13]([C:16]([NH:18][C@@H:19]([CH2:43][C:44]2[CH:49]=[CH:48][C:47]([C:50]3[CH:55]=[C:54]([C:56](=[O:59])[NH:57][CH3:58])[CH:53]=[CH:52][C:51]=3[CH3:60])=[CH:46][CH:45]=2)[C:20]([NH:22][C:23]2[CH:28]=[CH:27][C:26]([C:29]3[NH:30][C:31]([C:34]([F:42])([F:41])[C:35]([F:40])([F:39])[C:36]([OH:38])=[O:37])=[N:32][N:33]=3)=[CH:25][CH:24]=2)=[O:21])=[O:17])[CH2:12][CH2:11]1)=O)(C)(C)C.[ClH:61].CO. Given the product [ClH:61].[NH2:8][CH2:9][C@H:10]1[CH2:15][CH2:14][C@H:13]([C:16]([NH:18][C@@H:19]([CH2:43][C:44]2[CH:45]=[CH:46][C:47]([C:50]3[CH:55]=[C:54]([C:56](=[O:59])[NH:57][CH3:58])[CH:53]=[CH:52][C:51]=3[CH3:60])=[CH:48][CH:49]=2)[C:20]([NH:22][C:23]2[CH:28]=[CH:27][C:26]([C:29]3[NH:30][C:31]([C:34]([F:42])([F:41])[C:35]([F:39])([F:40])[C:36]([OH:38])=[O:37])=[N:32][N:33]=3)=[CH:25][CH:24]=2)=[O:21])=[O:17])[CH2:12][CH2:11]1, predict the reactants needed to synthesize it.